This data is from Forward reaction prediction with 1.9M reactions from USPTO patents (1976-2016). The task is: Predict the product of the given reaction. Given the reactants [C:1]([O:4][C:5]([CH3:25])([CH3:24])[C:6]([NH:8][NH:9][C:10]([C:12]1[S:13][CH:14]=[C:15]([CH2:17][CH:18]2[CH2:23][CH2:22][CH2:21][CH2:20][CH2:19]2)[N:16]=1)=[O:11])=O)(=[O:3])[CH3:2].S(Cl)(C1C=CC(C)=CC=1)(=O)=O, predict the reaction product. The product is: [C:1]([O:4][C:5]([C:6]1[O:11][C:10]([C:12]2[S:13][CH:14]=[C:15]([CH2:17][CH:18]3[CH2:23][CH2:22][CH2:21][CH2:20][CH2:19]3)[N:16]=2)=[N:9][N:8]=1)([CH3:25])[CH3:24])(=[O:3])[CH3:2].